Dataset: Forward reaction prediction with 1.9M reactions from USPTO patents (1976-2016). Task: Predict the product of the given reaction. (1) Given the reactants F[C:2](F)(F)[C:3]([OH:5])=O.[NH2:8][C@H:9]([C:20]([CH3:23])([CH3:22])[CH3:21])[C:10]([N:12]1[CH2:17][CH2:16][CH:15]([C:18]#[N:19])[CH2:14][CH2:13]1)=[O:11].Cl.[NH2:25][C@H:26](C(C)(C)C)[C:27]([N:29]1[CH2:33][CH2:32]CC1)=O.[F:38][C:39]1[CH:44]=[CH:43][C:42]([N:45]2[CH:49]=[C:48](B(O)O)[CH:47]=[N:46]2)=[CH:41][CH:40]=1.[CH2:53]([N:55]1C=C(B2OC(C)(C)C(C)(C)O2)C=N1)C, predict the reaction product. The product is: [C:18]([CH:15]1[CH2:14][CH2:13][N:12]([C:10]([C@H:9]([NH:8][C:3]([C:2]2[C:26]3[C:27](=[N:29][CH:33]=[C:32]([C:48]4[CH:47]=[N:46][N:45]([C:42]5[CH:43]=[CH:44][C:39]([F:38])=[CH:40][CH:41]=5)[CH:49]=4)[N:25]=3)[NH:55][CH:53]=2)=[O:5])[C:20]([CH3:23])([CH3:22])[CH3:21])=[O:11])[CH2:17][CH2:16]1)#[N:19]. (2) The product is: [F:9][C:8]([F:11])([F:10])[C:5]1[N:4]=[CH:3][C:2](/[CH:14]=[CH:13]/[C:12]([O:16][CH3:17])=[O:15])=[CH:7][N:6]=1. Given the reactants Br[C:2]1[CH:3]=[N:4][C:5]([C:8]([F:11])([F:10])[F:9])=[N:6][CH:7]=1.[C:12]([O:16][CH3:17])(=[O:15])[CH:13]=[CH2:14].C1(C)C=CC=CC=1P(C1C=CC=CC=1C)C1C=CC=CC=1C.O, predict the reaction product. (3) Given the reactants [OH:1][C@@H:2]1[CH2:26][C@@H:25]2[C@:20]([CH3:31])([CH2:21][CH2:22][C@H:23]([O:27][CH2:28][CH2:29][OH:30])[CH2:24]2)[C@@H:19]2[C@@H:3]1[C@H:4]1[C@:16]([CH3:33])([C@@H:17]([OH:32])[CH2:18]2)[C@@H:7]([C@H:8]([CH3:15])[CH2:9][CH2:10][C:11]([O:13][CH3:14])=[O:12])[CH2:6][CH2:5]1.[C:34]1([CH3:44])[CH:39]=[CH:38][C:37]([S:40](Cl)(=[O:42])=[O:41])=[CH:36][CH:35]=1, predict the reaction product. The product is: [OH:1][C@@H:2]1[CH2:26][C@H:25]2[C@:20]([CH3:31])([CH2:21][CH2:22][C@H:23]([O:27][CH2:28][CH2:29][O:30][S:40]([C:37]3[CH:38]=[CH:39][C:34]([CH3:44])=[CH:35][CH:36]=3)(=[O:42])=[O:41])[CH2:24]2)[C@@H:19]2[C@@H:3]1[C@H:4]1[C@:16]([CH3:33])([C@@H:17]([OH:32])[CH2:18]2)[C@@H:7]([C@H:8]([CH3:15])[CH2:9][CH2:10][C:11]([O:13][CH3:14])=[O:12])[CH2:6][CH2:5]1. (4) Given the reactants [C:1]([C:3]1[CH:37]=[CH:36][C:6]([O:7][CH2:8][CH:9]([NH:28]C(=O)OC(C)(C)C)[CH2:10][N:11]2[CH2:18][CH:17]3[CH2:19][CH:13]([CH2:14][N:15]([C:20]([N:22]4[CH2:27][CH2:26][CH2:25][CH2:24][CH2:23]4)=[O:21])[CH2:16]3)[CH2:12]2)=[CH:5][CH:4]=1)#[N:2].Cl, predict the reaction product. The product is: [NH2:28][CH:9]([CH2:10][N:11]1[CH2:12][CH:13]2[CH2:19][CH:17]([CH2:16][N:15]([C:20]([N:22]3[CH2:27][CH2:26][CH2:25][CH2:24][CH2:23]3)=[O:21])[CH2:14]2)[CH2:18]1)[CH2:8][O:7][C:6]1[CH:36]=[CH:37][C:3]([C:1]#[N:2])=[CH:4][CH:5]=1. (5) Given the reactants [CH3:1][O:2][C:3]1[C:8]([O:9][CH3:10])=[C:7]([O:11][CH3:12])[CH:6]=[CH:5][C:4]=1[CH:13]=[CH:14][C:15]([O:17]CC)=[O:16].[OH-].[K+], predict the reaction product. The product is: [CH3:1][O:2][C:3]1[C:8]([O:9][CH3:10])=[C:7]([O:11][CH3:12])[CH:6]=[CH:5][C:4]=1[CH:13]=[CH:14][C:15]([OH:17])=[O:16]. (6) Given the reactants C[O:2][C:3](=[O:27])[C:4]1[CH:9]=[CH:8][CH:7]=[C:6]([CH2:10][O:11][C:12]2[CH:17]=[CH:16][C:15]([C:18]3[CH:23]=[C:22]([F:24])[C:21]([F:25])=[CH:20][C:19]=3[F:26])=[CH:14][CH:13]=2)[CH:5]=1.[OH-].[K+], predict the reaction product. The product is: [F:26][C:19]1[CH:20]=[C:21]([F:25])[C:22]([F:24])=[CH:23][C:18]=1[C:15]1[CH:16]=[CH:17][C:12]([O:11][CH2:10][C:6]2[CH:5]=[C:4]([CH:9]=[CH:8][CH:7]=2)[C:3]([OH:27])=[O:2])=[CH:13][CH:14]=1. (7) Given the reactants [CH3:1][C:2]1([C:11]([OH:13])=[O:12])[CH2:7][CH2:6][CH:5]([C:8]([OH:10])=[O:9])[CH2:4][CH2:3]1.C(Cl)(=O)C(Cl)=O.N1C=CC=CC=1.[CH2:26](O)[C:27]1[CH:32]=[CH:31][CH:30]=[CH:29][CH:28]=1, predict the reaction product. The product is: [CH2:26]([O:9][C:8]([CH:5]1[CH2:4][CH2:3][C:2]([CH3:1])([C:11]([OH:13])=[O:12])[CH2:7][CH2:6]1)=[O:10])[C:27]1[CH:32]=[CH:31][CH:30]=[CH:29][CH:28]=1.